This data is from Catalyst prediction with 721,799 reactions and 888 catalyst types from USPTO. The task is: Predict which catalyst facilitates the given reaction. (1) Reactant: [C:1]12([CH2:11][O:12][C:13]3[C:22]([CH:23]4[CH2:25][CH2:24]4)=[CH:21][C:16]([C:17]([O:19]C)=[O:18])=[CH:15][N:14]=3)[CH2:10][CH:5]3[CH2:6][CH:7]([CH2:9][CH:3]([CH2:4]3)[CH2:2]1)[CH2:8]2.O.[OH-].[Li+]. Product: [C:1]12([CH2:11][O:12][C:13]3[C:22]([CH:23]4[CH2:25][CH2:24]4)=[CH:21][C:16]([C:17]([OH:19])=[O:18])=[CH:15][N:14]=3)[CH2:8][CH:7]3[CH2:9][CH:3]([CH2:4][CH:5]([CH2:6]3)[CH2:10]1)[CH2:2]2. The catalyst class is: 253. (2) Product: [CH3:23][O:22][C:12]1[C:10]2[N:11]=[C:7]([C:5]3[NH:4][CH:3]=[C:2]([C:24]4[CH:25]=[CH:26][CH:27]=[CH:28][CH:29]=4)[N:37]=3)[S:8][C:9]=2[C:15]([N:16]2[CH2:17][CH2:18][O:19][CH2:20][CH2:21]2)=[CH:14][CH:13]=1. The catalyst class is: 6. Reactant: O=[C:2]([C:24]1[CH:29]=[CH:28][CH:27]=[CH:26][CH:25]=1)[CH2:3][NH:4][C:5]([C:7]1[S:8][C:9]2[C:15]([N:16]3[CH2:21][CH2:20][O:19][CH2:18][CH2:17]3)=[CH:14][CH:13]=[C:12]([O:22][CH3:23])[C:10]=2[N:11]=1)=O.FC(F)(F)C([O-])=O.[NH4+:37].